The task is: Predict the reactants needed to synthesize the given product.. This data is from Full USPTO retrosynthesis dataset with 1.9M reactions from patents (1976-2016). Given the product [Br:41][C:28]1[CH:29]=[C:5]([O:4][CH:1]([CH3:3])[CH3:2])[C:6]([O:30][CH2:31][CH2:32][CH2:33][O:34][CH3:35])=[CH:7][C:8]=1[C:9]([N:11]([CH:25]([CH3:26])[CH3:27])[C@@H:12]1[CH2:17][CH2:16][CH2:15][N:14]([C:18]([O:20][C:21]([CH3:22])([CH3:23])[CH3:24])=[O:19])[CH2:13]1)=[O:10], predict the reactants needed to synthesize it. The reactants are: [CH:1]([O:4][C:5]1[CH:29]=[CH:28][C:8]([C:9]([N:11]([CH:25]([CH3:27])[CH3:26])[C@@H:12]2[CH2:17][CH2:16][CH2:15][N:14]([C:18]([O:20][C:21]([CH3:24])([CH3:23])[CH3:22])=[O:19])[CH2:13]2)=[O:10])=[CH:7][C:6]=1[O:30][CH2:31][CH2:32][CH2:33][O:34][CH3:35])([CH3:3])[CH3:2].C([O-])(=O)C.[Na+].[Br:41]Br.S([O-])([O-])(=O)=S.[Na+].[Na+].